From a dataset of Catalyst prediction with 721,799 reactions and 888 catalyst types from USPTO. Predict which catalyst facilitates the given reaction. (1) Reactant: [P:1](Cl)(Cl)(Cl)=[O:2].[CH:6](NC(C)C)([CH3:8])[CH3:7].[N:13]1[CH:18]=[CH:17][CH:16]=[CH:15][C:14]=1[NH:19][CH2:20][CH2:21]O.N1C=NN=N1. Product: [CH:6]([P:1]1[N:19]([C:14]2[CH:15]=[CH:16][CH:17]=[CH:18][N:13]=2)[CH2:20][CH2:21][O:2]1)([CH3:8])[CH3:7]. The catalyst class is: 48. (2) The catalyst class is: 49. Reactant: [Li+].C[Si]([N-][Si](C)(C)C)(C)C.Cl.[Br-].[O:13]1[C:21]2[CH:20]=[CH:19][N:18]=[CH:17][C:16]=2[CH:15]=[C:14]1[CH2:22][P+](C1C=CC=CC=1)(C1C=CC=CC=1)C1C=CC=CC=1.[C:42]([O:46][C:47]([N:49]1[CH2:54][CH2:53][CH:52]([CH:55]=O)[CH2:51][CH2:50]1)=[O:48])([CH3:45])([CH3:44])[CH3:43]. Product: [C:42]([O:46][C:47]([N:49]1[CH2:54][CH2:53][CH:52]([CH:55]=[CH:22][C:14]2[O:13][C:21]3[CH:20]=[CH:19][N:18]=[CH:17][C:16]=3[CH:15]=2)[CH2:51][CH2:50]1)=[O:48])([CH3:45])([CH3:43])[CH3:44].